From a dataset of Forward reaction prediction with 1.9M reactions from USPTO patents (1976-2016). Predict the product of the given reaction. (1) Given the reactants [F:1][C:2]1[CH:7]=[CH:6][C:5]([C@H:8]2[CH2:12][N:11]([S:13]([C:16]3[N:17]=[CH:18][N:19]([CH3:21])[CH:20]=3)(=[O:15])=[O:14])[CH2:10][C@@H:9]2[NH:22][C:23]2[CH:28]=[C:27]([C:29]([F:32])([F:31])[F:30])[CH:26]=[CH:25][N:24]=2)=[CH:4][CH:3]=1.[F:33][B-](F)(F)F.ClC[N+]12CC[N+](F)(CC1)CC2.F[B-](F)(F)F, predict the reaction product. The product is: [F:33][C:26]1[C:27]([C:29]([F:32])([F:30])[F:31])=[CH:28][C:23]([NH:22][C@@H:9]2[C@@H:8]([C:5]3[CH:4]=[CH:3][C:2]([F:1])=[CH:7][CH:6]=3)[CH2:12][N:11]([S:13]([C:16]3[N:17]=[CH:18][N:19]([CH3:21])[CH:20]=3)(=[O:15])=[O:14])[CH2:10]2)=[N:24][CH:25]=1. (2) Given the reactants [Cl:1][C:2]1[N:10]=[C:9]2[C:5]([N:6]=[C:7]([CH:12]=O)[N:8]2[CH3:11])=[C:4]([N:14]2[CH2:19][CH2:18][O:17][CH2:16][CH2:15]2)[N:3]=1.[NH:20]1[CH2:23][CH:22]([N:24]2[CH2:29][CH2:28][S:27](=[O:31])(=[O:30])[CH2:26][CH2:25]2)[CH2:21]1.C(O[BH-](OC(=O)C)OC(=O)C)(=O)C.[Na+], predict the reaction product. The product is: [Cl:1][C:2]1[N:10]=[C:9]2[C:5]([N:6]=[C:7]([CH2:12][N:20]3[CH2:23][CH:22]([N:24]4[CH2:29][CH2:28][S:27](=[O:31])(=[O:30])[CH2:26][CH2:25]4)[CH2:21]3)[N:8]2[CH3:11])=[C:4]([N:14]2[CH2:19][CH2:18][O:17][CH2:16][CH2:15]2)[N:3]=1. (3) Given the reactants [CH2:1]([S:3][C:4]1[C:5]([C:17]2[CH:22]=[CH:21][CH:20]=[CH:19][CH:18]=2)=[N:6][C:7]2[C:12]([C:13]=1[C:14]([OH:16])=O)=[CH:11][CH:10]=[CH:9][CH:8]=2)[CH3:2].C1C=C2N=NN(O)C2=CC=1.O.CN1CCOCC1.C(Cl)CCl.[C:45]1([C@@H:51]([NH2:54])[CH2:52][CH3:53])[CH:50]=[CH:49][CH:48]=[CH:47][CH:46]=1, predict the reaction product. The product is: [CH2:1]([S:3][C:4]1[C:5]([C:17]2[CH:22]=[CH:21][CH:20]=[CH:19][CH:18]=2)=[N:6][C:7]2[C:12]([C:13]=1[C:14]([NH:54][C@H:51]([C:45]1[CH:50]=[CH:49][CH:48]=[CH:47][CH:46]=1)[CH2:52][CH3:53])=[O:16])=[CH:11][CH:10]=[CH:9][CH:8]=2)[CH3:2]. (4) Given the reactants [NH2:1][C:2]1[CH:11]=[CH:10][C:5]([C:6]([O:8][CH3:9])=[O:7])=[CH:4][CH:3]=1.[C:12]([C:14]1[CH:22]=[CH:21][C:17]([C:18](Cl)=[O:19])=[CH:16][CH:15]=1)#[N:13].N1C=CC=C[CH:24]=1, predict the reaction product. The product is: [C:12]([C:14]1[CH:22]=[CH:21][C:17]([C:18]([NH:1][C:2]2[CH:3]=[CH:4][C:5]([C:6]([O:8][CH2:9][CH3:24])=[O:7])=[CH:10][CH:11]=2)=[O:19])=[CH:16][CH:15]=1)#[N:13]. (5) Given the reactants C(OC([N:8]1[C:13]2[CH:14]=[C:15]([Cl:42])[C:16]([C:18]3[CH:19]=[N:20][N:21](C(C4C=CC=CC=4)(C4C=CC=CC=4)C4C=CC=CC=4)[CH:22]=3)=[CH:17][C:12]=2[O:11][CH:10]([C:43]([N:45]2[CH2:50][CH2:49][C:48]([C:59]#[N:60])([CH2:51][C:52]3[CH:57]=[CH:56][C:55]([F:58])=[CH:54][CH:53]=3)[CH2:47][CH2:46]2)=[O:44])[CH2:9]1)=O)(C)(C)C.FC(F)(F)C(O)=O, predict the reaction product. The product is: [Cl:42][C:15]1[C:16]([C:18]2[CH:22]=[N:21][NH:20][CH:19]=2)=[CH:17][C:12]2[O:11][CH:10]([C:43]([N:45]3[CH2:50][CH2:49][C:48]([CH2:51][C:52]4[CH:57]=[CH:56][C:55]([F:58])=[CH:54][CH:53]=4)([C:59]#[N:60])[CH2:47][CH2:46]3)=[O:44])[CH2:9][NH:8][C:13]=2[CH:14]=1.